This data is from Forward reaction prediction with 1.9M reactions from USPTO patents (1976-2016). The task is: Predict the product of the given reaction. (1) Given the reactants [Br:1][C:2]1[CH:10]=[C:6]([C:7]([OH:9])=O)[C:5]([OH:11])=[CH:4][CH:3]=1.[F:12][C:13]([F:26])([F:25])[C:14]1[CH:15]=[C:16]([CH:18]=[C:19]([C:21]([F:24])([F:23])[F:22])[CH:20]=1)[NH2:17], predict the reaction product. The product is: [Br:1][C:2]1[CH:3]=[CH:4][C:5]([OH:11])=[C:6]([CH:10]=1)[C:7]([NH:17][C:16]1[CH:18]=[C:19]([C:21]([F:22])([F:23])[F:24])[CH:20]=[C:14]([C:13]([F:12])([F:25])[F:26])[CH:15]=1)=[O:9]. (2) Given the reactants [F:1][C:2]1[C:3]([CH3:25])=[C:4]([C:8]2([C:21]([O:23][CH3:24])=[O:22])[CH2:12][CH2:11][C:10](OS(C(F)(F)F)(=O)=O)=[CH:9]2)[CH:5]=[CH:6][CH:7]=1.[F:26][C:27]1[CH:28]=[N:29][CH:30]=[C:31](B(O)O)[CH:32]=1.[F-].[Cs+].COCCOC, predict the reaction product. The product is: [F:1][C:2]1[C:3]([CH3:25])=[C:4]([C:8]2([C:21]([O:23][CH3:24])=[O:22])[CH2:12][CH2:11][C:10]([C:31]3[CH:30]=[N:29][CH:28]=[C:27]([F:26])[CH:32]=3)=[CH:9]2)[CH:5]=[CH:6][CH:7]=1. (3) Given the reactants [C-:1]#[N:2].[K+].CS(O[CH2:9][CH:10]([CH3:32])[CH:11]([C:24]1[CH:29]=[CH:28][C:27]([Cl:30])=[CH:26][C:25]=1[F:31])[C:12]1[C:20]2[C:15](=[C:16]([CH2:21][S:22][CH3:23])[CH:17]=[CH:18][CH:19]=2)[NH:14][CH:13]=1)(=O)=O, predict the reaction product. The product is: [Cl:30][C:27]1[CH:28]=[CH:29][C:24]([CH:11]([C:12]2[C:20]3[C:15](=[C:16]([CH2:21][S:22][CH3:23])[CH:17]=[CH:18][CH:19]=3)[NH:14][CH:13]=2)[CH:10]([CH3:32])[CH2:9][C:1]#[N:2])=[C:25]([F:31])[CH:26]=1. (4) The product is: [CH:1](=[C:8]1[CH2:13][CH2:12][C:11]([C:14]([NH:35][S:34](=[O:49])(=[O:50])[O:36][C:37]2[C:42]([CH:43]([CH3:44])[CH3:45])=[CH:41][CH:40]=[CH:39][C:38]=2[CH:46]([CH3:48])[CH3:47])=[O:15])([C:18]2[CH:23]=[CH:22][CH:21]=[C:20]([O:24][CH3:25])[CH:19]=2)[CH2:10][CH2:9]1)[C:2]1[CH:3]=[CH:4][CH:5]=[CH:6][CH:7]=1. Given the reactants [CH:1](=[C:8]1[CH2:13][CH2:12][C:11]([C:18]2[CH:23]=[CH:22][CH:21]=[C:20]([O:24][CH3:25])[CH:19]=2)([C:14](OC)=[O:15])[CH2:10][CH2:9]1)[C:2]1[CH:7]=[CH:6][CH:5]=[CH:4][CH:3]=1.[OH-].[Li+].C(Cl)(=O)C(Cl)=O.[S:34](=[O:50])(=[O:49])([O:36][C:37]1[C:42]([CH:43]([CH3:45])[CH3:44])=[CH:41][CH:40]=[CH:39][C:38]=1[CH:46]([CH3:48])[CH3:47])[NH2:35].C(N(CC)CC)C.[Cl-].[NH4+], predict the reaction product. (5) Given the reactants [N+:1]([O-:4])(O)=[O:2].[F:5][C:6]1[CH:7]=[CH:8][C:9]([OH:15])=[C:10]([C:12](=[O:14])[CH3:13])[CH:11]=1, predict the reaction product. The product is: [F:5][C:6]1[CH:7]=[C:8]([N+:1]([O-:4])=[O:2])[C:9]([OH:15])=[C:10]([C:12](=[O:14])[CH3:13])[CH:11]=1.